This data is from Reaction yield outcomes from USPTO patents with 853,638 reactions. The task is: Predict the reaction yield, written as a fraction of the theoretical maximum amount of product (1.0 means a 100% yield; for example, 0.34 means a 34% yield). (1) The catalyst is C1(C)C=CC=CC=1. The product is [CH3:31][O:30][C:28](=[O:29])[CH2:27][C:26](=[CH:5][C:1]([O:3][CH3:4])=[O:2])[CH2:32][C:33]([O:35][CH3:36])=[O:34]. The reactants are [C:1]([CH:5]=P(C1C=CC=CC=1)(C1C=CC=CC=1)C1C=CC=CC=1)([O:3][CH3:4])=[O:2].O=[C:26]([CH2:32][C:33]([O:35][CH3:36])=[O:34])[CH2:27][C:28]([O:30][CH3:31])=[O:29]. The yield is 0.530. (2) The reactants are Cl[C:2]1[CH:11]=[CH:10][C:9]2[C:4](=[CH:5][CH:6]=[CH:7][CH:8]=2)[N:3]=1.[Cl:12][C:13]1[CH:14]=[C:15](B(O)O)[CH:16]=[CH:17][CH:18]=1.COCCOC.C(=O)([O-])[O-].[Na+].[Na+]. The catalyst is O.C1C=CC([P]([Pd]([P](C2C=CC=CC=2)(C2C=CC=CC=2)C2C=CC=CC=2)([P](C2C=CC=CC=2)(C2C=CC=CC=2)C2C=CC=CC=2)[P](C2C=CC=CC=2)(C2C=CC=CC=2)C2C=CC=CC=2)(C2C=CC=CC=2)C2C=CC=CC=2)=CC=1. The product is [Cl:12][C:13]1[CH:18]=[C:17]([C:2]2[CH:11]=[CH:10][C:9]3[C:4](=[CH:5][CH:6]=[CH:7][CH:8]=3)[N:3]=2)[CH:16]=[CH:15][CH:14]=1. The yield is 0.770. (3) The reactants are Cl[CH2:2][C:3]1[N:4]=[C:5]([N:8]2[CH2:13][CH2:12][N:11]([C:14]([O:16][C:17]([CH3:20])([CH3:19])[CH3:18])=[O:15])[CH2:10][CH2:9]2)[S:6][CH:7]=1.[OH:21][C:22]1[CH:31]=[CH:30][C:25]([C:26]([O:28][CH3:29])=[O:27])=[CH:24][CH:23]=1.C(=O)([O-])[O-].[K+].[K+]. The catalyst is CN(C=O)C. The product is [CH3:29][O:28][C:26]([C:25]1[CH:30]=[CH:31][C:22]([O:21][CH2:2][C:3]2[N:4]=[C:5]([N:8]3[CH2:13][CH2:12][N:11]([C:14]([O:16][C:17]([CH3:20])([CH3:19])[CH3:18])=[O:15])[CH2:10][CH2:9]3)[S:6][CH:7]=2)=[CH:23][CH:24]=1)=[O:27]. The yield is 0.740.